This data is from Peptide-MHC class I binding affinity with 185,985 pairs from IEDB/IMGT. The task is: Regression. Given a peptide amino acid sequence and an MHC pseudo amino acid sequence, predict their binding affinity value. This is MHC class I binding data. The peptide sequence is TTTNPLIRH. The MHC is HLA-A31:01 with pseudo-sequence HLA-A31:01. The binding affinity (normalized) is 0.159.